This data is from Catalyst prediction with 721,799 reactions and 888 catalyst types from USPTO. The task is: Predict which catalyst facilitates the given reaction. (1) Reactant: [C:1]([C:3]([CH2:12][CH2:13][O:14][CH3:15])([CH2:8][CH2:9][O:10][CH3:11])[C:4]([O:6]C)=[O:5])#[N:2].[OH-].[Na+].CCCCCC.COC(C)(C)C. Product: [C:1]([C:3]([CH2:8][CH2:9][O:10][CH3:11])([CH2:12][CH2:13][O:14][CH3:15])[C:4]([OH:6])=[O:5])#[N:2]. The catalyst class is: 7. (2) Reactant: [C:1]1([C:7]2[N:11]=[C:10]([N:12]3[CH2:17][CH2:16][NH:15][CH2:14][CH2:13]3)[S:9][N:8]=2)[CH:6]=[CH:5][CH:4]=[CH:3][CH:2]=1.[CH3:18][O:19][C:20]1[C:25]2[C:26]([N:29](C(OCC(Cl)(Cl)Cl)=O)[C:30](OCC(Cl)(Cl)Cl)=[O:31])=[N:27][O:28][C:24]=2[CH:23]=[CH:22][CH:21]=1.C(N(C(C)C)CC)(C)C.CS(C)=O. Product: [CH3:18][O:19][C:20]1[C:25]2[C:26]([NH:29][C:30]([N:15]3[CH2:16][CH2:17][N:12]([C:10]4[S:9][N:8]=[C:7]([C:1]5[CH:2]=[CH:3][CH:4]=[CH:5][CH:6]=5)[N:11]=4)[CH2:13][CH2:14]3)=[O:31])=[N:27][O:28][C:24]=2[CH:23]=[CH:22][CH:21]=1. The catalyst class is: 6. (3) Reactant: C([N:8]([C@H](C1C=CC=CC=1)C)[C@@H:9]([CH2:13][CH2:14][CH2:15][CH3:16])[CH2:10][CH2:11][OH:12])C1C=CC=CC=1. Product: [NH2:8][C@@H:9]([CH2:13][CH2:14][CH2:15][CH3:16])[CH2:10][CH2:11][OH:12]. The catalyst class is: 50. (4) Reactant: [NH2:1][C:2]1[CH:3]=[C:4]([CH:21]=[CH:22][CH:23]=1)[O:5][C:6]1[CH:7]=[CH:8][C:9]2[N:10]([CH:12]=[C:13]([NH:15][C:16]([CH:18]3[CH2:20][CH2:19]3)=[O:17])[N:14]=2)[N:11]=1.[C:24]([C:27]1[S:31][C:30]([C:32](O)=[O:33])=[CH:29][CH:28]=1)(=[O:26])[CH3:25].Cl.CN(C)CCCN=C=NCC.ON1C2C=CC=CC=2N=N1. The catalyst class is: 9. Product: [C:24]([C:27]1[S:31][C:30]([C:32]([NH:1][C:2]2[CH:23]=[CH:22][CH:21]=[C:4]([O:5][C:6]3[CH:7]=[CH:8][C:9]4[N:10]([CH:12]=[C:13]([NH:15][C:16]([CH:18]5[CH2:20][CH2:19]5)=[O:17])[N:14]=4)[N:11]=3)[CH:3]=2)=[O:33])=[CH:29][CH:28]=1)(=[O:26])[CH3:25]. (5) Reactant: [NH2:1][C:2]1[CH:7]=[CH:6][CH:5]=[CH:4][N:3]=1.[C:8]([O:12][CH2:13][CH3:14])(=[O:11])[CH:9]=[CH2:10]. Product: [N:3]1[CH:4]=[CH:5][CH:6]=[CH:7][C:2]=1[NH:1][CH2:10][CH2:9][C:8]([O:12][CH2:13][CH3:14])=[O:11]. The catalyst class is: 15. (6) Reactant: [Si:1]([O:8][CH:9]1[CH2:16][CH2:15][CH2:14][C:13](=O)[CH2:12][CH2:11][CH2:10]1)([C:4]([CH3:7])([CH3:6])[CH3:5])([CH3:3])[CH3:2].[NH3:18].[CH2:19](B1OC(C)(C)C(C)(C)O1)[CH:20]=[CH2:21]. The catalyst class is: 5. Product: [CH2:19]([C:13]1([NH2:18])[CH2:14][CH2:15][CH2:16][CH:9]([O:8][Si:1]([C:4]([CH3:7])([CH3:6])[CH3:5])([CH3:3])[CH3:2])[CH2:10][CH2:11][CH2:12]1)[CH:20]=[CH2:21]. (7) Reactant: [C:1]([C:3]1[CH:8]=[CH:7][C:6]([N:9]2[C:14](=[O:15])[C:13]3[CH:16]=[CH:17][CH:18]=[N:19][C:12]=3[N:11]=[C:10]2/[CH:20]=C/C2C3C(=CC=C(OC)C=3)NC=2)=[CH:5][CH:4]=1)#[CH:2].[C:33]([O-])(O)=O.[Na+]. Product: [CH3:20][C:10]1([CH3:33])[NH:11][C:12]2[N:19]=[CH:18][CH:17]=[CH:16][C:13]=2[C:14](=[O:15])[N:9]1[C:6]1[CH:5]=[CH:4][C:3]([C:1]#[CH:2])=[CH:8][CH:7]=1. The catalyst class is: 15. (8) Reactant: Cl[C:2]([O:4][C:5]1[CH:10]=[CH:9][CH:8]=[CH:7][CH:6]=1)=[O:3].[NH2:11][C:12]1[C:13]([O:24][CH3:25])=[C:14]([CH2:22][OH:23])[CH:15]=[C:16]([C:18]([CH3:21])([CH3:20])[CH3:19])[CH:17]=1.C([O-])(O)=O.[Na+]. Product: [C:18]([C:16]1[CH:15]=[C:14]([CH2:22][OH:23])[C:13]([O:24][CH3:25])=[C:12]([NH:11][C:2](=[O:3])[O:4][C:5]2[CH:10]=[CH:9][CH:8]=[CH:7][CH:6]=2)[CH:17]=1)([CH3:21])([CH3:19])[CH3:20]. The catalyst class is: 168. (9) Reactant: [CH3:1][O:2][C:3]1[CH:4]=[C:5]([CH2:11][CH2:12][C:13](Cl)=[O:14])[CH:6]=[CH:7][C:8]=1[O:9][CH3:10].[CH:16]1[C:25]2[C:20](=[CH:21][CH:22]=[CH:23][CH:24]=2)[CH:19]=[CH:18][C:17]=1[CH2:26][NH2:27].C(N(CC)CC)C.O1CCCC1. Product: [CH:16]1[C:25]2[C:20](=[CH:21][CH:22]=[CH:23][CH:24]=2)[CH:19]=[CH:18][C:17]=1[CH2:26][NH:27][C:13](=[O:14])[CH2:12][CH2:11][C:5]1[CH:6]=[CH:7][C:8]([O:9][CH3:10])=[C:3]([O:2][CH3:1])[CH:4]=1. The catalyst class is: 6. (10) Reactant: CC(C)([O-])C.[K+].[CH3:7][O:8][C:9]1[CH:14]=[CH:13][C:12]([OH:15])=[CH:11][CH:10]=1.[N+:16]([C:19]1[CH:26]=[CH:25][CH:24]=[CH:23][C:20]=1[CH2:21]Br)([O-:18])=[O:17]. Product: [CH3:7][O:8][C:9]1[CH:14]=[CH:13][C:12]([O:15][CH2:21][C:20]2[CH:23]=[CH:24][CH:25]=[CH:26][C:19]=2[N+:16]([O-:18])=[O:17])=[CH:11][CH:10]=1. The catalyst class is: 1.